This data is from Full USPTO retrosynthesis dataset with 1.9M reactions from patents (1976-2016). The task is: Predict the reactants needed to synthesize the given product. (1) The reactants are: C1(N2C[C@@H](C3C=CC=CC=3)N([CH:18]3[CH2:23][CH2:22][NH:21][CH2:20][CH2:19]3)C2=O)CCCCC1.C(O[C:30](=[O:40])[NH:31][C@H:32]([C:35]1[CH:39]=[CH:38][S:37][CH:36]=1)[CH2:33][NH2:34])(C)(C)C.C(OC(=O)N[C@H](C1C=CC=CC=1)CN)(C)(C)C.[O:58]1[CH2:63][CH2:62][CH2:61][CH2:60][C:59]1=O.C1(=O)CCCCC1. Given the product [NH:21]1[CH2:20][CH2:19][CH:18]([N:31]2[C@H:32]([C:35]3[CH:39]=[CH:38][S:37][CH:36]=3)[CH2:33][N:34]([CH:61]3[CH2:62][CH2:63][O:58][CH2:59][CH2:60]3)[C:30]2=[O:40])[CH2:23][CH2:22]1, predict the reactants needed to synthesize it. (2) Given the product [Cl:1][C:2]1[CH:7]=[C:6]([Cl:8])[CH:5]=[CH:4][C:3]=1[S:9]([NH:12][C:13]1[C:21]([O:22][C:23]2[CH:28]=[CH:27][C:26]([CH2:29][C:30]([OH:32])=[O:31])=[C:25]([CH3:34])[C:24]=2[CH3:35])=[CH:20][CH:19]=[C:18]2[C:14]=1[CH:15]=[C:16]([CH3:36])[NH:17]2)(=[O:10])=[O:11], predict the reactants needed to synthesize it. The reactants are: [Cl:1][C:2]1[CH:7]=[C:6]([Cl:8])[CH:5]=[CH:4][C:3]=1[S:9]([NH:12][C:13]1[C:21]([O:22][C:23]2[CH:28]=[CH:27][C:26]([CH2:29][C:30]([O:32]C)=[O:31])=[C:25]([CH3:34])[C:24]=2[CH3:35])=[CH:20][CH:19]=[C:18]2[C:14]=1[CH:15]=[C:16]([CH3:36])[NH:17]2)(=[O:11])=[O:10].[Li+].[OH-]. (3) The reactants are: [Br:1][C:2]1[CH:3]=[C:4]([C:9]([C:11]2[CH:12]=[N:13][CH:14]=[CH:15][CH:16]=2)=[O:10])[CH:5]=[C:6]([Cl:8])[CH:7]=1.[CH:17]([Mg]Cl)([CH3:19])[CH3:18].O. Given the product [Br:1][C:2]1[CH:3]=[C:4]([C:9]([C:11]2[CH:12]=[N:13][CH:14]=[CH:15][CH:16]=2)([OH:10])[CH:17]([CH3:19])[CH3:18])[CH:5]=[C:6]([Cl:8])[CH:7]=1, predict the reactants needed to synthesize it.